This data is from Full USPTO retrosynthesis dataset with 1.9M reactions from patents (1976-2016). The task is: Predict the reactants needed to synthesize the given product. (1) Given the product [Cl:22][C:23]1[CH:24]=[CH:25][C:26]2[O:31][C:2]([S:3]([N:6]3[CH2:11][CH2:10][N:9]([CH2:12][C:13]4[CH:18]=[CH:17][C:16]([C:19]#[N:20])=[CH:15][CH:14]=4)[C:8](=[O:21])[CH2:7]3)(=[O:5])=[O:4])=[CH:28][C:27]=2[CH:30]=1, predict the reactants needed to synthesize it. The reactants are: Cl[CH2:2][S:3]([N:6]1[CH2:11][CH2:10][N:9]([CH2:12][C:13]2[CH:18]=[CH:17][C:16]([C:19]#[N:20])=[CH:15][CH:14]=2)[C:8](=[O:21])[CH2:7]1)(=[O:5])=[O:4].[Cl:22][C:23]1[CH:30]=[C:27]([CH:28]=O)[C:26]([OH:31])=[CH:25][CH:24]=1.C(=O)([O-])[O-].[K+].[K+].[I-].[K+]. (2) Given the product [F:21][C:22]1[CH:27]=[C:26]([C:28]([O:30][CH3:31])=[O:29])[CH:25]=[CH:24][C:23]=1[C:2]1[CH:20]=[CH:19][C:5]([O:6][CH2:7][CH:8]2[CH2:13][CH2:12][N:11]([CH2:14][C:15]([F:18])([CH3:17])[CH3:16])[CH2:10][CH2:9]2)=[CH:4][CH:3]=1, predict the reactants needed to synthesize it. The reactants are: Br[C:2]1[CH:20]=[CH:19][C:5]([O:6][CH2:7][CH:8]2[CH2:13][CH2:12][N:11]([CH2:14][C:15]([F:18])([CH3:17])[CH3:16])[CH2:10][CH2:9]2)=[CH:4][CH:3]=1.[F:21][C:22]1[CH:27]=[C:26]([C:28]([O:30][CH3:31])=[O:29])[CH:25]=[CH:24][C:23]=1B(O)O.C([O-])([O-])=O.[Cs+].[Cs+]. (3) The reactants are: [CH3:1][O:2][C:3]1[CH:8]=[CH:7][C:6]([S:9](Cl)(=[O:11])=[O:10])=[CH:5][CH:4]=1.N1C=CC=CC=1.[NH:19]([CH2:26][CH2:27][C:28]1[CH:33]=[CH:32][CH:31]=[CH:30][N:29]=1)[C:20]1[CH:25]=[CH:24][CH:23]=[CH:22][CH:21]=1.O. Given the product [CH3:1][O:2][C:3]1[CH:8]=[CH:7][C:6]([S:9]([N:19]([C:20]2[CH:25]=[CH:24][CH:23]=[CH:22][CH:21]=2)[CH2:26][CH2:27][C:28]2[CH:33]=[CH:32][CH:31]=[CH:30][N:29]=2)(=[O:11])=[O:10])=[CH:5][CH:4]=1, predict the reactants needed to synthesize it. (4) Given the product [NH2:1][C:2]1[C:11]2[C:6](=[C:7]([C:26]3[C:21]([O:20][CH3:19])=[N:22][C:23]([O:30][CH3:31])=[CH:24][CH:25]=3)[CH:8]=[CH:9][CH:10]=2)[N:5]=[N:4][C:3]=1[C:13]([NH:15][CH:16]1[CH2:18][CH2:17]1)=[O:14], predict the reactants needed to synthesize it. The reactants are: [NH2:1][C:2]1[C:11]2[C:6](=[C:7](Br)[CH:8]=[CH:9][CH:10]=2)[N:5]=[N:4][C:3]=1[C:13]([NH:15][CH:16]1[CH2:18][CH2:17]1)=[O:14].[CH3:19][O:20][C:21]1[C:26](B(O)O)=[CH:25][CH:24]=[C:23]([O:30][CH3:31])[N:22]=1. (5) Given the product [Cl:16][C:17]1[CH:25]=[C:24]([Cl:26])[C:23]([N+:27]([O-:29])=[O:28])=[CH:22][C:18]=1[C:19]([OH:21])=[O:20], predict the reactants needed to synthesize it. The reactants are: ClC1C([N+]([O-])=O)=C(Cl)C=CC=1C([O-])=O.[Na+].[Cl:16][C:17]1[CH:25]=[C:24]([Cl:26])[C:23]([N+:27]([O-:29])=[O:28])=[CH:22][C:18]=1[C:19]([O-:21])=[O:20].[Na+].Cl. (6) The reactants are: [N+:1]([C:4]1[CH:8]=[C:7]([C:9]([OH:11])=O)[NH:6][N:5]=1)([O-:3])=[O:2].Cl.[CH3:13][NH:14][O:15][CH3:16].CN(C(ON1N=NC2C=CC=NC1=2)=[N+](C)C)C.F[P-](F)(F)(F)(F)F.C(N(CC)CC)C. Given the product [CH3:16][O:15][N:14]([CH3:13])[C:9]([C:7]1[NH:6][N:5]=[C:4]([N+:1]([O-:3])=[O:2])[CH:8]=1)=[O:11], predict the reactants needed to synthesize it. (7) The reactants are: [N:1]([CH2:4][C:5]([O:7][CH2:8][CH3:9])=[O:6])=[C:2]=[O:3].Cl.[NH2:11][C@@H:12]([CH2:17][NH:18][C:19]([O:21][C:22]([CH3:25])([CH3:24])[CH3:23])=[O:20])[C:13]([O:15][CH3:16])=[O:14]. Given the product [CH2:8]([O:7][C:5]([CH2:4][NH:1][C:2]([NH:11][C@@H:12]([CH2:17][NH:18][C:19]([O:21][C:22]([CH3:25])([CH3:24])[CH3:23])=[O:20])[C:13]([O:15][CH3:16])=[O:14])=[O:3])=[O:6])[CH3:9], predict the reactants needed to synthesize it. (8) Given the product [N:44]1[CH:45]=[CH:46][CH:47]=[CH:48][C:43]=1[CH2:42][NH:22][CH2:23][C:24]1[CH:25]=[CH:26][C:27]([CH2:30][N:31]([CH2:10][C@@H:9]2[CH2:12][CH2:13][CH2:14][NH:8]2)[CH:32]2[C:41]3[N:40]=[CH:39][CH:38]=[CH:37][C:36]=3[CH2:35][CH2:34][CH2:33]2)=[CH:28][CH:29]=1, predict the reactants needed to synthesize it. The reactants are: C([N:8]1[CH2:14][CH2:13][CH2:12][C@H:9]1[CH:10]=O)(OC(C)(C)C)=O.C(OC([N:22]([CH2:42][C:43]1[CH:48]=[CH:47][CH:46]=[CH:45][N:44]=1)[CH2:23][C:24]1[CH:29]=[CH:28][C:27]([CH2:30][NH:31][CH:32]2[C:41]3[N:40]=[CH:39][CH:38]=[CH:37][C:36]=3[CH2:35][CH2:34][CH2:33]2)=[CH:26][CH:25]=1)=O)(C)(C)C.C([BH3-])#N.[Na+]. (9) Given the product [CH:42]1([C:41]2[C:36]([O:45][C:46]3[CH:51]=[CH:50][C:49]([C:52]4[N:57]([CH3:58])[C:56](=[O:59])[N:55]([CH2:60][O:61][CH2:62][CH2:63][Si:64]([CH3:67])([CH3:66])[CH3:65])[C:54](=[O:68])[C:53]=4[CH3:69])=[C:48]([CH3:70])[CH:47]=3)=[N:37][CH:38]=[CH:39][CH:40]=2)[CH2:44][CH2:43]1, predict the reactants needed to synthesize it. The reactants are: C(P(C(C)(C)C)C1C(C)=C(C)C(C)C(C)(C(C)C)C=1C1C=CC(C(C)C)=CC=1C(C)C)(C)(C)C.Cl[C:36]1[C:41]([CH:42]2[CH2:44][CH2:43]2)=[CH:40][CH:39]=[CH:38][N:37]=1.[OH:45][C:46]1[CH:51]=[CH:50][C:49]([C:52]2[N:57]([CH3:58])[C:56](=[O:59])[N:55]([CH2:60][O:61][CH2:62][CH2:63][Si:64]([CH3:67])([CH3:66])[CH3:65])[C:54](=[O:68])[C:53]=2[CH3:69])=[C:48]([CH3:70])[CH:47]=1.C(=O)([O-])[O-].[Cs+].[Cs+]. (10) Given the product [S:1]([O:11][CH2:12][CH2:13][CH2:14][CH2:15][CH2:16][C:17]1[CH:22]=[CH:21][C:20]([CH2:23][CH2:24][C:25]2[C:34]([CH3:35])=[C:33]([OH:36])[C:32]3[C:27](=[CH:28][CH:29]=[CH:30][CH:31]=3)[N:26]=2)=[CH:19][CH:18]=1)([C:4]1[CH:5]=[CH:6][C:7]([CH3:8])=[CH:9][CH:10]=1)(=[O:2])=[O:3], predict the reactants needed to synthesize it. The reactants are: [S:1]([O:11][CH2:12][CH2:13][CH2:14][CH2:15][CH2:16][C:17]1[CH:22]=[CH:21][C:20]([CH2:23][CH2:24][C:25]2[C:34]([CH3:35])=[C:33]([O:36][Si](C(C)(C)C)(C)C)[C:32]3[C:27](=[CH:28][CH:29]=[CH:30][CH:31]=3)[N:26]=2)=[CH:19][CH:18]=1)([C:4]1[CH:10]=[CH:9][C:7]([CH3:8])=[CH:6][CH:5]=1)(=[O:3])=[O:2].[F-].C([N+](CCCC)(CCCC)CCCC)CCC.